From a dataset of Full USPTO retrosynthesis dataset with 1.9M reactions from patents (1976-2016). Predict the reactants needed to synthesize the given product. (1) Given the product [CH2:14]([N:11]1[C:6]2=[N:7][C:8]([CH2:9][CH3:10])=[C:3]([CH2:2][NH:1][C:30]([N:32]3[CH2:37][CH2:36][O:35][CH2:34][CH2:33]3)=[O:31])[C:4]([NH:16][CH:17]3[CH2:18][CH2:19][O:20][CH2:21][CH2:22]3)=[C:5]2[CH:13]=[N:12]1)[CH3:15], predict the reactants needed to synthesize it. The reactants are: [NH2:1][CH2:2][C:3]1[C:8]([CH2:9][CH3:10])=[N:7][C:6]2[N:11]([CH2:14][CH3:15])[N:12]=[CH:13][C:5]=2[C:4]=1[NH:16][CH:17]1[CH2:22][CH2:21][O:20][CH2:19][CH2:18]1.[I-].C[N+]1C=CN([C:30]([N:32]2[CH2:37][CH2:36][O:35][CH2:34][CH2:33]2)=[O:31])C=1.CCN(C(C)C)C(C)C. (2) Given the product [NH2:4][C:2]1[S:3][C:6]2[C:7]([C:8]([OH:10])=[O:9])=[CH:11][CH:12]=[CH:13][C:5]=2[N:1]=1, predict the reactants needed to synthesize it. The reactants are: [NH:1]([C:5]1[CH:6]=[C:7]([CH:11]=[CH:12][CH:13]=1)[C:8]([OH:10])=[O:9])[C:2]([NH2:4])=[S:3].BrBr. (3) Given the product [C:1]([C:4]1[S:8][C:7]([NH:9][S:18]([C:14]2[S:15][C:16]([Cl:17])=[C:12]([Br:11])[CH:13]=2)(=[O:20])=[O:19])=[N:6][C:5]=1[CH3:10])(=[O:3])[CH3:2], predict the reactants needed to synthesize it. The reactants are: [C:1]([C:4]1[S:8][C:7]([NH2:9])=[N:6][C:5]=1[CH3:10])(=[O:3])[CH3:2].[Br:11][C:12]1[CH:13]=[C:14]([S:18](Cl)(=[O:20])=[O:19])[S:15][C:16]=1[Cl:17]. (4) Given the product [NH:4]1[C:5]([C:6]2[CH:11]=[CH:10][CH:9]=[CH:8][C:7]=2[C:12]2[CH:13]=[C:14]3[C:18](=[CH:19][CH:20]=2)[C@@H:17]([N:21]2[C:25]4=[N:26][C:27]([CH2:31][CH2:32][C:33]5[CH:34]=[N:35][CH:36]=[CH:37][CH:38]=5)=[CH:28][C:29]([CH3:30])=[C:24]4[N:23]=[C:22]2[CH2:39][CH3:40])[CH2:16][CH2:15]3)=[N:1][N:2]=[N:3]1, predict the reactants needed to synthesize it. The reactants are: [NH:1]1[C:5]([C:6]2[CH:11]=[CH:10][CH:9]=[CH:8][C:7]=2[C:12]2[CH:13]=[C:14]3[C:18](=[CH:19][CH:20]=2)[C@@H:17]([N:21]2[C:25]4=[N:26][C:27]([C:31]#[C:32][C:33]5[CH:34]=[N:35][CH:36]=[CH:37][CH:38]=5)=[CH:28][C:29]([CH3:30])=[C:24]4[N:23]=[C:22]2[CH2:39][CH3:40])[CH2:16][CH2:15]3)=[N:4][N:3]=[N:2]1. (5) Given the product [NH2:1][C:2]1[C:10]2[C:9]([C:11]3[CH:16]=[CH:15][C:14]([Cl:17])=[C:13]([Cl:18])[CH:12]=3)=[N:8][C:7]([CH2:19][C@H:20]([CH3:30])[CH2:21][OH:22])=[N:6][C:5]=2[S:4][C:3]=1[C:31]([NH2:33])=[O:32], predict the reactants needed to synthesize it. The reactants are: [NH2:1][C:2]1[C:10]2[C:9]([C:11]3[CH:16]=[CH:15][C:14]([Cl:17])=[C:13]([Cl:18])[CH:12]=3)=[N:8][C:7]([CH2:19][C@H:20]([CH3:30])[CH2:21][O:22]CC3C=CC=CC=3)=[N:6][C:5]=2[S:4][C:3]=1[C:31]([NH2:33])=[O:32].B(Br)(Br)Br.CO. (6) Given the product [ClH:21].[CH3:19][N:10]1[CH2:11][C@@H:12]([C:13]2[CH:14]=[CH:15][CH:16]=[CH:17][CH:18]=2)[C@H:8]([NH2:7])[CH2:9]1, predict the reactants needed to synthesize it. The reactants are: C(OC(=O)[NH:7][C@H:8]1[C@H:12]([C:13]2[CH:18]=[CH:17][CH:16]=[CH:15][CH:14]=2)[CH2:11][N:10]([CH3:19])[CH2:9]1)(C)(C)C.[ClH:21]. (7) Given the product [I-:12].[C:20]([O:19][C:17]([N:15]1[CH2:16][CH:13]([Zn+:1])[CH2:14]1)=[O:18])([CH3:23])([CH3:22])[CH3:21], predict the reactants needed to synthesize it. The reactants are: [Zn:1].Cl.C[Si](Cl)(C)C.BrCCBr.[I:12][CH:13]1[CH2:16][N:15]([C:17]([O:19][C:20]([CH3:23])([CH3:22])[CH3:21])=[O:18])[CH2:14]1. (8) Given the product [OH:6][C@H:4]([CH2:10][CH3:11])[CH2:3][C:2]1([OH:1])[CH2:9][CH2:14]1, predict the reactants needed to synthesize it. The reactants are: [OH:1][C@H:2]([CH3:9])[CH2:3][C:4]([O:6]CC)=O.[CH2:10]([Mg]Br)[CH3:11].[CH2:14](OCC)C. (9) Given the product [NH2:12][C:13]1[C:21]2[C:16](=[CH:17][CH:18]=[CH:19][C:20]=2[F:22])[C:15]([C:23]2[CH:24]=[C:25]([C:5]3[CH:6]=[N:7][CH:8]=[C:3]([CH:4]=3)[C:1]#[N:2])[CH:26]=[CH:27][CH:28]=2)([C:30]2[CH:31]=[C:32]([CH3:40])[C:33](=[O:39])[N:34]([CH:36]([CH3:38])[CH3:37])[CH:35]=2)[N:14]=1, predict the reactants needed to synthesize it. The reactants are: [C:1]([C:3]1[CH:4]=[C:5](B(O)O)[CH:6]=[N:7][CH:8]=1)#[N:2].[NH2:12][C:13]1[C:21]2[C:16](=[CH:17][CH:18]=[CH:19][C:20]=2[F:22])[C:15]([C:30]2[CH:31]=[C:32]([CH3:40])[C:33](=[O:39])[N:34]([CH:36]([CH3:38])[CH3:37])[CH:35]=2)([C:23]2[CH:28]=[CH:27][CH:26]=[C:25](Br)[CH:24]=2)[N:14]=1.C(=O)([O-])[O-].[Cs+].[Cs+]. (10) The reactants are: OO.C([C@@H]1COC(=O)N1[C:16](=[O:44])[C@H:17]([CH2:21][S:22]([N:25]1[CH2:30][CH2:29][N:28]([C:31]2[N:36]=[CH:35][C:34]([C:37]3[CH:42]=[CH:41][C:40]([F:43])=[CH:39][CH:38]=3)=[CH:33][N:32]=2)[CH2:27][CH2:26]1)(=[O:24])=[O:23])[CH:18]([CH3:20])[CH3:19])C1C=CC=CC=1.O.[OH-].[Li+].S([O-])([O-])=[O:49].[Na+].[Na+]. Given the product [F:43][C:40]1[CH:39]=[CH:38][C:37]([C:34]2[CH:35]=[N:36][C:31]([N:28]3[CH2:27][CH2:26][N:25]([S:22]([CH2:21][C@H:17]([CH:18]([CH3:19])[CH3:20])[C:16]([OH:49])=[O:44])(=[O:23])=[O:24])[CH2:30][CH2:29]3)=[N:32][CH:33]=2)=[CH:42][CH:41]=1, predict the reactants needed to synthesize it.